This data is from Catalyst prediction with 721,799 reactions and 888 catalyst types from USPTO. The task is: Predict which catalyst facilitates the given reaction. (1) The catalyst class is: 4. Reactant: [NH2:1][C:2]([C@@H:4]1[CH2:8][C@@H:7]([OH:9])[CH2:6][N:5]1[C:10](=[O:24])[C@@H:11]([NH:16][C:17]([O:19][C:20]([CH3:23])([CH3:22])[CH3:21])=[O:18])[C@@H:12]([CH3:15])[CH2:13][CH3:14])=[O:3].[Cr](Cl)([O-])(=O)=O.[NH+]1C=CC=CC=1.C(O)(=O)C. Product: [NH2:1][C:2]([C@@H:4]1[CH2:8][C:7](=[O:9])[CH2:6][N:5]1[C:10](=[O:24])[C@@H:11]([NH:16][C:17]([O:19][C:20]([CH3:21])([CH3:23])[CH3:22])=[O:18])[C@@H:12]([CH3:15])[CH2:13][CH3:14])=[O:3]. (2) Reactant: C1C(=O)N([Br:8])C(=O)C1.C1(P(C2C=CC=CC=2)C2C=CC=CC=2)C=CC=CC=1.N1C=CC=CC=1.[C:34]([O:38][C:39]([NH:41][C@H:42]([C:46]([O:48][CH:49]1[CH2:53][CH2:52][CH2:51][CH2:50]1)=[O:47])[CH2:43][CH2:44]O)=[O:40])([CH3:37])([CH3:36])[CH3:35]. Product: [Br:8][CH2:44][CH2:43][C@H:42]([NH:41][C:39]([O:38][C:34]([CH3:37])([CH3:36])[CH3:35])=[O:40])[C:46]([O:48][CH:49]1[CH2:53][CH2:52][CH2:51][CH2:50]1)=[O:47]. The catalyst class is: 2.